The task is: Regression. Given two drug SMILES strings and cell line genomic features, predict the synergy score measuring deviation from expected non-interaction effect.. This data is from NCI-60 drug combinations with 297,098 pairs across 59 cell lines. (1) Drug 2: CCN(CC)CCNC(=O)C1=C(NC(=C1C)C=C2C3=C(C=CC(=C3)F)NC2=O)C. Synergy scores: CSS=5.63, Synergy_ZIP=-1.67, Synergy_Bliss=0.639, Synergy_Loewe=-2.99, Synergy_HSA=-3.06. Drug 1: CC(CN1CC(=O)NC(=O)C1)N2CC(=O)NC(=O)C2. Cell line: BT-549. (2) Drug 1: CC=C1C(=O)NC(C(=O)OC2CC(=O)NC(C(=O)NC(CSSCCC=C2)C(=O)N1)C(C)C)C(C)C. Drug 2: C1=CN(C=N1)CC(O)(P(=O)(O)O)P(=O)(O)O. Cell line: U251. Synergy scores: CSS=16.8, Synergy_ZIP=1.98, Synergy_Bliss=4.74, Synergy_Loewe=-58.2, Synergy_HSA=1.84. (3) Drug 1: C1CC(CNC1)C2=CC=C(C=C2)N3C=C4C=CC=C(C4=N3)C(=O)N. Drug 2: CCC1(C2=C(COC1=O)C(=O)N3CC4=CC5=C(C=CC(=C5CN(C)C)O)N=C4C3=C2)O. Cell line: T-47D. Synergy scores: CSS=41.0, Synergy_ZIP=-4.71, Synergy_Bliss=-5.78, Synergy_Loewe=-3.07, Synergy_HSA=0.882. (4) Drug 1: C1CC(C1)(C(=O)O)C(=O)O.[NH2-].[NH2-].[Pt+2]. Drug 2: CS(=O)(=O)CCNCC1=CC=C(O1)C2=CC3=C(C=C2)N=CN=C3NC4=CC(=C(C=C4)OCC5=CC(=CC=C5)F)Cl. Cell line: OVCAR-5. Synergy scores: CSS=5.77, Synergy_ZIP=-0.883, Synergy_Bliss=2.09, Synergy_Loewe=-7.93, Synergy_HSA=-2.63. (5) Drug 1: C1=CC=C(C(=C1)C(C2=CC=C(C=C2)Cl)C(Cl)Cl)Cl. Drug 2: C1CNP(=O)(OC1)N(CCCl)CCCl. Cell line: LOX IMVI. Synergy scores: CSS=1.37, Synergy_ZIP=0.723, Synergy_Bliss=-1.16, Synergy_Loewe=0.493, Synergy_HSA=-1.78. (6) Drug 1: C1CCN(CC1)CCOC2=CC=C(C=C2)C(=O)C3=C(SC4=C3C=CC(=C4)O)C5=CC=C(C=C5)O. Drug 2: CN(CCCl)CCCl.Cl. Cell line: OVCAR-4. Synergy scores: CSS=0.337, Synergy_ZIP=1.71, Synergy_Bliss=4.48, Synergy_Loewe=-0.872, Synergy_HSA=-0.447.